Dataset: TCR-epitope binding with 47,182 pairs between 192 epitopes and 23,139 TCRs. Task: Binary Classification. Given a T-cell receptor sequence (or CDR3 region) and an epitope sequence, predict whether binding occurs between them. (1) The epitope is LLALHRSYL. The TCR CDR3 sequence is CATRPGTGGMTDTQYF. Result: 0 (the TCR does not bind to the epitope). (2) The epitope is KLNVGDYFV. The TCR CDR3 sequence is CAISESARLQDTQYF. Result: 1 (the TCR binds to the epitope). (3) The epitope is KLVALGINAV. The TCR CDR3 sequence is CASSWSASYEQYF. Result: 1 (the TCR binds to the epitope). (4) The epitope is ATDALMTGY. The TCR CDR3 sequence is CASSPSTANTQPQHF. Result: 1 (the TCR binds to the epitope). (5) The epitope is FLPRVFSAV. The TCR CDR3 sequence is CASSEWALTDYNYGYTF. Result: 0 (the TCR does not bind to the epitope). (6) The epitope is KLPDDFTGCV. The TCR CDR3 sequence is CASSQERQLPYNEQFF. Result: 1 (the TCR binds to the epitope). (7) The epitope is HPVGEADYFEY. The TCR CDR3 sequence is CASSLLAGDVVDTQYF. Result: 0 (the TCR does not bind to the epitope). (8) The epitope is FPPTSFGPL. The TCR CDR3 sequence is CASSQDRGTGFTSDTQYF. Result: 1 (the TCR binds to the epitope). (9) The epitope is KAFSPEVIPMF. The TCR CDR3 sequence is CALTRSYGYTF. Result: 1 (the TCR binds to the epitope).